Task: Predict the reaction yield, written as a fraction of the theoretical maximum amount of product (1.0 means a 100% yield; for example, 0.34 means a 34% yield).. Dataset: Reaction yield outcomes from USPTO patents with 853,638 reactions (1) The reactants are [CH2:1]([C:3]1[CH:8]=[CH:7][C:6]([NH:9][C:10](=[O:30])[O:11][CH2:12][C@@H:13]2[CH2:17][C@@H:16]([NH2:18])[CH2:15][N:14]2[C:19](=[O:29])[NH:20][CH2:21][C:22]2[CH:27]=[CH:26][CH:25]=[CH:24][C:23]=2[Cl:28])=[CH:5][CH:4]=1)[CH3:2].[NH:31](C(OC(C)(C)C)=O)[CH2:32][C:33](O)=[O:34].CN(C(ON1N=NC2C=CC=CC1=2)=[N+](C)C)C.F[P-](F)(F)(F)(F)F. The catalyst is CN(C=O)C. The product is [CH2:1]([C:3]1[CH:8]=[CH:7][C:6]([NH:9][C:10](=[O:30])[O:11][CH2:12][C@@H:13]2[CH2:17][C@@H:16]([NH:18][C:33](=[O:34])[CH2:32][NH2:31])[CH2:15][N:14]2[C:19](=[O:29])[NH:20][CH2:21][C:22]2[CH:27]=[CH:26][CH:25]=[CH:24][C:23]=2[Cl:28])=[CH:5][CH:4]=1)[CH3:2]. The yield is 0.510. (2) The reactants are [H-].[Na+].[O:3]1[CH2:7][CH:6]([OH:8])[CH:5]2[O:9][CH2:10][CH:11]([OH:12])[CH:4]12.Br[CH2:14][C:15]1[CH:20]=[CH:19][CH:18]=[CH:17][CH:16]=1. The catalyst is CN(C=O)C. The product is [CH2:14]([O:8][CH:6]1[CH:5]2[O:9][CH2:10][CH:11]([OH:12])[CH:4]2[O:3][CH2:7]1)[C:15]1[CH:20]=[CH:19][CH:18]=[CH:17][CH:16]=1. The yield is 0.500. (3) The reactants are [OH:1][C:2]1[CH:11]=[CH:10][CH:9]=[C:8]2[C:3]=1[CH:4]=[CH:5][CH:6]=[N:7]2.C([O-])([O-])=O.[K+].[K+].[O:18](S(C(F)(F)F)(=O)=O)[S:19]([C:22]([F:25])([F:24])[F:23])(=O)=[O:20].O. The catalyst is N1C=CC=CC=1. The yield is 0.900. The product is [F:23][C:22]([F:25])([F:24])[S:19]([O:1][C:2]1[CH:11]=[CH:10][CH:9]=[C:8]2[C:3]=1[CH:4]=[CH:5][CH:6]=[N:7]2)(=[O:20])=[O:18]. (4) The reactants are [F:1][C:2]([F:32])([F:31])[O:3][C:4]1[CH:9]=[CH:8][C:7]([N:10]2[CH:14]=[N:13][C:12]([C:15]3[CH:30]=[CH:29][C:18]([CH2:19][CH2:20][NH:21]C(=O)OC(C)(C)C)=[CH:17][CH:16]=3)=[N:11]2)=[CH:6][CH:5]=1.FC(F)(F)C(O)=O. The catalyst is ClCCl. The product is [F:32][C:2]([F:1])([F:31])[O:3][C:4]1[CH:5]=[CH:6][C:7]([N:10]2[CH:14]=[N:13][C:12]([C:15]3[CH:30]=[CH:29][C:18]([CH2:19][CH2:20][NH2:21])=[CH:17][CH:16]=3)=[N:11]2)=[CH:8][CH:9]=1. The yield is 0.970. (5) The reactants are [CH2:1]([O:5][C:6]1[CH:7]=[C:8](/[CH:21]=[CH:22]/[C:23]([O:25][CH3:26])=[O:24])[CH:9]=[CH:10][C:11]=1B1OC(C)(C)C(C)(C)O1)[CH2:2][CH2:3][CH3:4].Br[C:28]1[N:33]=[C:32]([N:34]([CH3:44])[C:35]([NH:37][C:38]2C=[CH:42][CH:41]=[CH:40][CH:39]=2)=[O:36])[CH:31]=[CH:30][CH:29]=1. The catalyst is CN(C)C=O.P([O-])([O-])([O-])=O.[K+].[K+].[K+].C([O-])(=O)C.[Pd+2].C([O-])(=O)C. The product is [CH2:1]([O:5][C:6]1[CH:7]=[C:8](/[CH:21]=[CH:22]/[C:23]([O:25][CH3:26])=[O:24])[CH:9]=[CH:10][C:11]=1[C:28]1[CH:29]=[CH:30][CH:31]=[C:32]([N:34]([CH3:44])[C:35]([NH:37][CH2:38][CH2:39][CH2:40][CH2:41][CH3:42])=[O:36])[N:33]=1)[CH2:2][CH2:3][CH3:4]. The yield is 0.820.